Predict the reactants needed to synthesize the given product. From a dataset of Full USPTO retrosynthesis dataset with 1.9M reactions from patents (1976-2016). Given the product [Br:5][C:6]1[CH:29]=[N:28][C:9]2[N:10]=[C:11]([N:15]3[CH2:16][CH:17]([N:19]([CH3:27])[C:20](=[O:26])[O:21][C:22]([CH3:25])([CH3:23])[CH3:24])[CH2:18]3)[C:12]3[N:1]([N:2]=[N:3][N:13]=3)[C:8]=2[CH:7]=1, predict the reactants needed to synthesize it. The reactants are: [N-:1]=[N+:2]=[N-:3].[Na+].[Br:5][C:6]1[CH:29]=[N:28][C:9]2=[N:10][C:11]([N:15]3[CH2:18][CH:17]([N:19]([CH3:27])[C:20](=[O:26])[O:21][C:22]([CH3:25])([CH3:24])[CH3:23])[CH2:16]3)=[C:12](Cl)[N:13]=[C:8]2[CH:7]=1.